This data is from Catalyst prediction with 721,799 reactions and 888 catalyst types from USPTO. The task is: Predict which catalyst facilitates the given reaction. Reactant: [NH2:1][N:2]1[CH2:7][CH:6]([OH:8])[CH2:5][CH:4]([C:9]2[CH:14]=[CH:13][C:12]([F:15])=[CH:11][C:10]=2[Cl:16])[C:3]1=[O:17].[C:18]([O:22][C:23]([N:25]1[CH2:30][CH2:29][CH:28]([N:31]=[C:32]=[S:33])[CH2:27][CH2:26]1)=[O:24])([CH3:21])([CH3:20])[CH3:19]. Product: [Cl:16][C:10]1[CH:11]=[C:12]([F:15])[CH:13]=[CH:14][C:9]=1[CH:4]1[CH2:5][CH:6]([OH:8])[CH2:7][N:2]([NH:1][C:32](=[S:33])[NH:31][CH:28]2[CH2:27][CH2:26][N:25]([C:23]([O:22][C:18]([CH3:20])([CH3:19])[CH3:21])=[O:24])[CH2:30][CH2:29]2)[C:3]1=[O:17]. The catalyst class is: 566.